From a dataset of Full USPTO retrosynthesis dataset with 1.9M reactions from patents (1976-2016). Predict the reactants needed to synthesize the given product. (1) Given the product [Cl:1][C:2]1[CH:3]=[CH:4][C:5]([OH:13])=[C:6]([C:8]2[CH:9]=[CH:10][NH:25][N:24]=2)[CH:7]=1, predict the reactants needed to synthesize it. The reactants are: [Cl:1][C:2]1[CH:3]=[CH:4][C:5]([OH:13])=[C:6](/[CH:8]=[C:9](\C)/[CH:10]=O)[CH:7]=1.CC1C=CC(S([NH:24][NH2:25])(=O)=O)=CC=1.[OH-].[Na+]. (2) Given the product [Cl:14][CH:15]([F:27])[C:16]([F:25])([F:26])[O:17][C:18]1[CH:23]=[CH:22][CH:21]=[CH:20][C:19]=1[NH:24][C:8]([C:7]1[C:3]([C:2]([F:13])([F:12])[F:1])=[N:4][N:5]([CH3:11])[CH:6]=1)=[O:9], predict the reactants needed to synthesize it. The reactants are: [F:1][C:2]([F:13])([F:12])[C:3]1[C:7]([C:8](Cl)=[O:9])=[CH:6][N:5]([CH3:11])[N:4]=1.[Cl:14][CH:15]([F:27])[C:16]([F:26])([F:25])[O:17][C:18]1[CH:23]=[CH:22][CH:21]=[CH:20][C:19]=1[NH2:24].N1C=CC=CC=1.C(OC)(C)(C)C. (3) Given the product [C:1]([CH2:3][C:4]([N:18]([CH2:17][C:16]1[CH:36]=[CH:37][C:38]([O:40][CH3:41])=[CH:39][C:15]=1[O:14][CH3:13])[C:19]1[CH:24]=[CH:23][C:22]([O:25][CH3:26])=[CH:21][C:20]=1[C:27](=[O:28])[C:29]1[CH:34]=[CH:33][CH:32]=[C:31]([F:35])[CH:30]=1)=[O:5])#[N:2], predict the reactants needed to synthesize it. The reactants are: [C:1]([CH2:3][C:4](O)=[O:5])#[N:2].P(Cl)(Cl)(Cl)(Cl)Cl.[CH3:13][O:14][C:15]1[CH:39]=[C:38]([O:40][CH3:41])[CH:37]=[CH:36][C:16]=1[CH2:17][NH:18][C:19]1[CH:24]=[CH:23][C:22]([O:25][CH3:26])=[CH:21][C:20]=1[C:27]([C:29]1[CH:34]=[CH:33][CH:32]=[C:31]([F:35])[CH:30]=1)=[O:28]. (4) Given the product [CH3:1][C:2]1[C:30]([C:31]([F:34])([F:32])[F:33])=[CH:29][CH:28]=[CH:27][C:3]=1[CH2:4][N:5]1[C:10](=[O:11])[C:9]([C:12]2[NH:51][N:50]=[N:49][N:13]=2)=[CH:8][N:7]([C:14]2[CH:19]=[CH:18][C:17]([N:20]3[CH2:24][CH2:23][O:22][C:21]3=[O:25])=[CH:16][CH:15]=2)[C:6]1=[O:26], predict the reactants needed to synthesize it. The reactants are: [CH3:1][C:2]1[C:30]([C:31]([F:34])([F:33])[F:32])=[CH:29][CH:28]=[CH:27][C:3]=1[CH2:4][N:5]1[C:10](=[O:11])[C:9]([C:12]#[N:13])=[CH:8][N:7]([C:14]2[CH:19]=[CH:18][C:17]([N:20]3[CH2:24][CH2:23][O:22][C:21]3=[O:25])=[CH:16][CH:15]=2)[C:6]1=[O:26].C([Sn](=O)CCCC)CCC.C[Si]([N:49]=[N+:50]=[N-:51])(C)C.C(O)C. (5) Given the product [Br:1][C:2]1[CH:3]=[C:4]2[C:5]3([CH2:14][O:13][C:7]([NH2:8])=[N:23]3)[C:6]3[C:7](=[N:8][C:9]([F:12])=[CH:10][CH:11]=3)[O:13][C:14]2=[CH:15][CH:16]=1, predict the reactants needed to synthesize it. The reactants are: [Br:1][C:2]1[CH:3]=[C:4]2[C:14](=[CH:15][CH:16]=1)[O:13][C:7]1=[N:8][C:9]([F:12])=[CH:10][CH:11]=[C:6]1[C:5]2=O.C[Mg]Cl.II.[NH3:23]. (6) Given the product [Cl:80][C:78]1[CH:77]=[CH:76][C:75]([S:81]([CH2:84][CH3:85])(=[O:83])=[O:82])=[C:74]([CH:79]=1)[CH2:73][NH:72][C:71](=[O:86])[C:68]1[CH:69]=[CH:70][C:65]([CH2:64][N:61]2[CH2:60][CH2:59][CH2:63][CH2:62]2)=[C:66]([C:87]([F:89])([F:88])[F:90])[CH:67]=1, predict the reactants needed to synthesize it. The reactants are: C(OC(=O)C1C=CC(CBr)=C(C(F)(F)F)C=1)C.N1CCCC1.C(OC(=O)C1C=CC(CN2CC[C@@H](NC(OC(C)(C)C)=O)C2)=C(C(F)(F)F)C=1)C.C(OC(=O)N[C@@H:59]1[CH2:63][CH2:62][N:61]([CH2:64][C:65]2[CH:70]=[CH:69][C:68]([C:71](=[O:86])[NH:72][CH2:73][C:74]3[CH:79]=[C:78]([Cl:80])[CH:77]=[CH:76][C:75]=3[S:81]([CH2:84][CH3:85])(=[O:83])=[O:82])=[CH:67][C:66]=2[C:87]([F:90])([F:89])[F:88])[CH2:60]1)(C)(C)C.[OH-].[K+]. (7) Given the product [CH3:19][N:21]([CH2:22][C:8]1[N:7]([CH3:6])[C:11]2=[N:12][CH:13]=[CH:14][CH:15]=[C:10]2[CH:9]=1)[C:1](=[O:4])[CH:2]=[CH2:3], predict the reactants needed to synthesize it. The reactants are: [C:1](Cl)(=[O:4])[CH:2]=[CH2:3].[CH3:6][N:7]1[C:11]2=[N:12][CH:13]=[CH:14][CH:15]=[C:10]2[C:9](CNC)=[CH:8]1.[CH2:19]([N:21](CC)[CH2:22]C)C. (8) Given the product [Cl:1][C:2]1[CH:7]=[CH:6][C:5]([CH2:8][C@H:9]([NH:11][S@:12]([C:14]([CH3:16])([CH3:15])[CH3:17])=[O:13])[CH3:10])=[C:4]([O:18][CH3:19])[CH:3]=1, predict the reactants needed to synthesize it. The reactants are: [Cl:1][C:2]1[CH:7]=[CH:6][C:5]([CH2:8]/[C:9](=[N:11]\[S@:12]([C:14]([CH3:17])([CH3:16])[CH3:15])=[O:13])/[CH3:10])=[C:4]([O:18][CH3:19])[CH:3]=1.[BH4-].[Na+]. (9) Given the product [CH3:27][O:26][C:24]1[CH:25]=[C:20]([C:10]2[C:9](=[O:30])[N:8]([CH2:7][CH2:6][C:5]3[CH:31]=[CH:32][C:2]([NH:1][C:33](=[O:36])[CH:34]=[CH2:35])=[CH:3][CH:4]=3)[C:13]3[N:14]=[C:15]([NH:18][CH3:19])[N:16]=[CH:17][C:12]=3[CH:11]=2)[CH:21]=[C:22]([O:28][CH3:29])[CH:23]=1, predict the reactants needed to synthesize it. The reactants are: [NH2:1][C:2]1[CH:32]=[CH:31][C:5]([CH2:6][CH2:7][N:8]2[C:13]3[N:14]=[C:15]([NH:18][CH3:19])[N:16]=[CH:17][C:12]=3[CH:11]=[C:10]([C:20]3[CH:25]=[C:24]([O:26][CH3:27])[CH:23]=[C:22]([O:28][CH3:29])[CH:21]=3)[C:9]2=[O:30])=[CH:4][CH:3]=1.[C:33](O)(=[O:36])[CH:34]=[CH2:35].CN(C(ON1N=NC2C=CC=CC1=2)=[N+](C)C)C.F[P-](F)(F)(F)(F)F.CCN(C(C)C)C(C)C. (10) Given the product [F:34][C:3]([F:2])([F:33])[C:4]1[CH:5]=[C:6]([CH:26]=[C:27]([C:29]([F:30])([F:31])[F:32])[CH:28]=1)[CH2:7][N:8]([CH3:25])[C:9]([C@@H:11]1[CH2:16][CH2:15][N:14]([C:35]2[CH2:39][CH2:38][C:37](=[O:40])[CH:36]=2)[CH2:13][C@H:12]1[C:17]1[CH:22]=[CH:21][C:20]([F:23])=[CH:19][C:18]=1[CH3:24])=[O:10], predict the reactants needed to synthesize it. The reactants are: Cl.[F:2][C:3]([F:34])([F:33])[C:4]1[CH:5]=[C:6]([CH:26]=[C:27]([C:29]([F:32])([F:31])[F:30])[CH:28]=1)[CH2:7][N:8]([CH3:25])[C:9]([C@@H:11]1[CH2:16][CH2:15][NH:14][CH2:13][C@H:12]1[C:17]1[CH:22]=[CH:21][C:20]([F:23])=[CH:19][C:18]=1[CH3:24])=[O:10].[C:35]1(=O)[CH2:39][CH2:38][C:37](=[O:40])[CH2:36]1.O.C1(C)C=CC(S(O)(=O)=O)=CC=1.C(=O)([O-])O.[Na+].